From a dataset of Reaction yield outcomes from USPTO patents with 853,638 reactions. Predict the reaction yield, written as a fraction of the theoretical maximum amount of product (1.0 means a 100% yield; for example, 0.34 means a 34% yield). (1) The reactants are [CH:1](Cl)([F:3])[F:2].[OH:5][C:6]1[CH:7]=[C:8]2[C:12](=[CH:13][CH:14]=1)[N:11]([C:15]1[CH:20]=[CH:19][C:18]([O:21][CH3:22])=[CH:17][CH:16]=1)[C:10]([CH3:23])=[C:9]2[C:24]([O:26][CH2:27][CH3:28])=[O:25].[OH-].[Na+].O. The catalyst is C(Cl)Cl.[Br-].C([N+](CCCC)(CCCC)CCCC)CCC. The product is [F:2][CH:1]([F:3])[O:5][C:6]1[CH:7]=[C:8]2[C:12](=[CH:13][CH:14]=1)[N:11]([C:15]1[CH:16]=[CH:17][C:18]([O:21][CH3:22])=[CH:19][CH:20]=1)[C:10]([CH3:23])=[C:9]2[C:24]([O:26][CH2:27][CH3:28])=[O:25]. The yield is 0.400. (2) The reactants are [C:1]1([N:7]2[CH:12]=[C:11]([C:13]3[CH:18]=[CH:17][CH:16]=[CH:15][N:14]=3)[CH:10]=[CH:9][C:8]2=[O:19])[CH:6]=[CH:5][CH:4]=[CH:3][CH:2]=1.[Br:20]N1C(=O)CCC1=O.CN(C)C=O. The catalyst is C1C(=O)N(Br)C(=O)C1.O. The product is [Br:20][C:9]1[C:8](=[O:19])[N:7]([C:1]2[CH:2]=[CH:3][CH:4]=[CH:5][CH:6]=2)[CH:12]=[C:11]([C:13]2[CH:18]=[CH:17][CH:16]=[CH:15][N:14]=2)[CH:10]=1. The yield is 0.810. (3) The reactants are [NH2:1][C:2]1[N:7]=[CH:6][N:5]=[C:4]([NH:8][C@H:9]([C:11]2[N:16]([C:17]3[CH:22]=[CH:21][CH:20]=[CH:19][CH:18]=3)[C:15](=[O:23])[C:14]3=[C:24]([CH3:27])[CH:25]=[CH:26][N:13]3[N:12]=2)[CH3:10])[C:3]=1I.CC1(C)C(C)(C)OB([C:37]2[CH:38]=[N:39][C:40]([NH2:43])=[N:41][CH:42]=2)O1.C(=O)([O-])[O-].[Na+].[Na+]. No catalyst specified. The product is [NH2:43][C:40]1[N:41]=[CH:42][C:37]([C:3]2[C:4]([NH:8][C@H:9]([C:11]3[N:16]([C:17]4[CH:22]=[CH:21][CH:20]=[CH:19][CH:18]=4)[C:15](=[O:23])[C:14]4=[C:24]([CH3:27])[CH:25]=[CH:26][N:13]4[N:12]=3)[CH3:10])=[N:5][CH:6]=[N:7][C:2]=2[NH2:1])=[CH:38][N:39]=1. The yield is 0.280. (4) The reactants are [Cl:1][C:2]1[C:8](Cl)=[CH:7][C:5]([NH2:6])=[C:4]([N+:10]([O-:12])=[O:11])[CH:3]=1.[Cl:13][C:14]1[CH:19]=[C:18]([Cl:20])[CH:17]=[CH:16][C:15]=1[OH:21].C(=O)([O-])[O-].[K+].[K+]. The catalyst is CS(C)=O. The product is [Cl:1][C:2]1[C:8]([O:21][C:15]2[CH:16]=[CH:17][C:18]([Cl:20])=[CH:19][C:14]=2[Cl:13])=[CH:7][C:5]([NH2:6])=[C:4]([N+:10]([O-:12])=[O:11])[CH:3]=1. The yield is 0.710. (5) The reactants are [F:1][C:2]1[CH:7]=[CH:6][C:5]([CH3:8])=[CH:4][C:3]=1[NH:9][C:10]1[N:15]2[N:16]=[CH:17][C:18]([C:19](O)=[O:20])=[C:14]2[N:13]=[CH:12][C:11]=1[C:22]([N:24]1[CH2:29][CH2:28][C:27]2([C:33]3[CH:34]=[CH:35][CH:36]=[CH:37][C:32]=3[O:31][CH2:30]2)[CH2:26][CH2:25]1)=[O:23].[CH:38]1([S:41]([NH2:44])(=[O:43])=[O:42])[CH2:40][CH2:39]1. The yield is 0.660. No catalyst specified. The product is [F:1][C:2]1[CH:7]=[CH:6][C:5]([CH3:8])=[CH:4][C:3]=1[NH:9][C:10]1[N:15]2[N:16]=[CH:17][C:18]([C:19]([NH:44][S:41]([CH:38]3[CH2:40][CH2:39]3)(=[O:43])=[O:42])=[O:20])=[C:14]2[N:13]=[CH:12][C:11]=1[C:22]([N:24]1[CH2:29][CH2:28][C:27]2([C:33]3[CH:34]=[CH:35][CH:36]=[CH:37][C:32]=3[O:31][CH2:30]2)[CH2:26][CH2:25]1)=[O:23]. (6) The reactants are Cl[C:2]1[N:7]=[CH:6][N:5]=[C:4]([NH2:8])[CH:3]=1.[Cl:9][C:10]1[CH:11]=[C:12](B(O)O)[CH:13]=[CH:14][CH:15]=1.C([O-])([O-])=O.[Na+].[Na+]. The catalyst is COCCOC.CCO.O.Cl[Pd](Cl)([P](C1C=CC=CC=1)(C1C=CC=CC=1)C1C=CC=CC=1)[P](C1C=CC=CC=1)(C1C=CC=CC=1)C1C=CC=CC=1. The product is [Cl:9][C:10]1[CH:15]=[C:14]([C:2]2[N:7]=[CH:6][N:5]=[C:4]([NH2:8])[CH:3]=2)[CH:13]=[CH:12][CH:11]=1. The yield is 0.910. (7) The reactants are [CH:1]1([N:6]2[C:11]3[N:12]=[C:13]([S:16][CH3:17])[N:14]=[CH:15][C:10]=3[C:9]([CH3:18])=[C:8]([I:19])[C:7]2=[O:20])[CH2:5][CH2:4][CH2:3][CH2:2]1.C1(S(N2C(C3C=CC=CC=3)O2)(=O)=[O:28])C=CC=CC=1. The catalyst is ClCCl. The product is [CH:1]1([N:6]2[C:11]3[N:12]=[C:13]([S:16]([CH3:17])=[O:28])[N:14]=[CH:15][C:10]=3[C:9]([CH3:18])=[C:8]([I:19])[C:7]2=[O:20])[CH2:2][CH2:3][CH2:4][CH2:5]1. The yield is 0.740. (8) The reactants are O=[C:2]1[C:11]2[N:12]=[CH:13][N:14]=[CH:15][C:10]=2[C:9]2[CH:8]=[CH:7][C:6]([C:16]([O:18][CH3:19])=[O:17])=[CH:5][C:4]=2[NH:3]1.CCN(C(C)C)C(C)C.O=P(Cl)(Cl)[Cl:31].O. The catalyst is C1(C)C=CC=CC=1. The product is [Cl:31][C:2]1[C:11]2[N:12]=[CH:13][N:14]=[CH:15][C:10]=2[C:9]2[CH:8]=[CH:7][C:6]([C:16]([O:18][CH3:19])=[O:17])=[CH:5][C:4]=2[N:3]=1. The yield is 0.710.